This data is from Forward reaction prediction with 1.9M reactions from USPTO patents (1976-2016). The task is: Predict the product of the given reaction. (1) Given the reactants [C:1]([O:4][CH2:5][C:6](=[CH2:12])[C:7]([O:9][CH2:10][CH3:11])=[O:8])(=O)[CH3:2].[CH3:13][O:14][C:15]([C:17]1[CH:18]=CC(O)=[CH:21][CH:22]=1)=[O:16], predict the reaction product. The product is: [CH2:10]([O:9][C:7]([C:6](=[CH2:12])[CH2:5][O:4][C:1]1[CH:21]=[CH:22][C:17]([C:15]([O:14][CH3:13])=[O:16])=[CH:18][CH:2]=1)=[O:8])[CH3:11]. (2) Given the reactants [O:1]1[CH2:6][CH2:5][N:4]([C:7]2[C:8]([NH2:19])=[N:9][CH:10]=[C:11]([N:13]3[CH2:18][CH2:17][O:16][CH2:15][CH2:14]3)[CH:12]=2)[CH2:3][CH2:2]1.C(O/[C:24](=[C:29](/[O:34]C(=O)C)\[C:30](OC)=[O:31])/[C:25]([O:27][CH3:28])=[O:26])(=O)C.C(O)(=O)C, predict the reaction product. The product is: [OH:34][C:29]1[C:30](=[O:31])[N:9]2[CH:10]=[C:11]([N:13]3[CH2:14][CH2:15][O:16][CH2:17][CH2:18]3)[CH:12]=[C:7]([N:4]3[CH2:5][CH2:6][O:1][CH2:2][CH2:3]3)[C:8]2=[N:19][C:24]=1[C:25]([O:27][CH3:28])=[O:26]. (3) Given the reactants [I:1][C:2]1[CH:7]=[C:6]([N+:8]([O-])=O)[CH:5]=[CH:4][C:3]=1[O:11][CH3:12].[NH4+].[Cl-], predict the reaction product. The product is: [I:1][C:2]1[CH:7]=[C:6]([CH:5]=[CH:4][C:3]=1[O:11][CH3:12])[NH2:8]. (4) Given the reactants C[O:2][C:3]1[C:4]([CH3:41])=[C:5]([C:32]([O:39]C)=[C:33]([O:37][CH3:38])[C:34]=1[O:35][CH3:36])[CH2:6][C:7]1[CH:8]=[CH:9][C:10]([C:26]2[CH:27]=[N:28][CH:29]=[CH:30][CH:31]=2)=[C:11]([CH:25]=1)[C:12]([NH:14][C:15]1[CH:20]=[CH:19][C:18]([C:21]([F:24])([F:23])[F:22])=[CH:17][CH:16]=1)=[O:13].O=[N+]([O-])[O-].[O-][N+](=O)[O-].[O-][N+](=O)[O-].[O-][N+](=O)[O-].[O-][N+](=O)[O-].[O-][N+](=O)[O-].[Ce+4].[NH4+].[NH4+], predict the reaction product. The product is: [CH3:36][O:35][C:34]1[C:3](=[O:2])[C:4]([CH3:41])=[C:5]([CH2:6][C:7]2[CH:8]=[CH:9][C:10]([C:26]3[CH:27]=[N:28][CH:29]=[CH:30][CH:31]=3)=[C:11]([CH:25]=2)[C:12]([NH:14][C:15]2[CH:16]=[CH:17][C:18]([C:21]([F:23])([F:24])[F:22])=[CH:19][CH:20]=2)=[O:13])[C:32](=[O:39])[C:33]=1[O:37][CH3:38]. (5) Given the reactants N[C@H:2]([C:11]([OH:13])=[O:12])[CH2:3][C:4]1[CH:9]=[CH:8][C:7]([OH:10])=[CH:6][CH:5]=1.N([O-])=O.[Na+].[BrH:18], predict the reaction product. The product is: [Br:18][CH:2]([CH2:3][C:4]1[CH:9]=[CH:8][C:7]([OH:10])=[CH:6][CH:5]=1)[C:11]([OH:13])=[O:12]. (6) Given the reactants F[C:2]1[CH:29]=[CH:28][CH:27]=[CH:26][C:3]=1[CH2:4][N:5]1[C:10](=[O:11])[CH:9]=[CH:8][C:7]([C:12]2C3C(=CC=CC=3)N(CC(O)=O)C=2C)=[CH:6]1.[Cl:30][C:31]1[CH:32]=[C:33]2[C:37](=[CH:38][CH:39]=1)[N:36]([CH2:40][C:41]([O:43]C)=[O:42])[C:35]([CH3:45])=[CH:34]2.[Li+].[OH-], predict the reaction product. The product is: [CH2:4]([N:5]1[C:10](=[O:11])[CH:9]=[CH:8][C:7]([CH2:12][C:34]2[C:33]3[C:37](=[CH:38][CH:39]=[C:31]([Cl:30])[CH:32]=3)[N:36]([CH2:40][C:41]([OH:43])=[O:42])[C:35]=2[CH3:45])=[CH:6]1)[C:3]1[CH:26]=[CH:27][CH:28]=[CH:29][CH:2]=1. (7) Given the reactants Br[C:2]1[C:7]([F:8])=[CH:6][C:5]([S:9]([NH:12][CH2:13][CH:14]2[CH2:16][CH2:15]2)(=[O:11])=[O:10])=[C:4]([F:17])[CH:3]=1.[C:18]([C:20]1[N:24]([CH3:25])[C:23](B(O)O)=[CH:22][CH:21]=1)#[N:19].[F-].[K+].C(P(C(C)(C)C)C(C)(C)C)(C)(C)C, predict the reaction product. The product is: [C:18]([C:20]1[N:24]([CH3:25])[C:23]([C:2]2[C:7]([F:8])=[CH:6][C:5]([S:9]([NH:12][CH2:13][CH:14]3[CH2:16][CH2:15]3)(=[O:11])=[O:10])=[C:4]([F:17])[CH:3]=2)=[CH:22][CH:21]=1)#[N:19]. (8) Given the reactants [Cl:1][C:2]1[CH:7]=[CH:6][C:5]([OH:8])=[CH:4][CH:3]=1.[Cl:9][C:10]1[CH:15]=[CH:14][C:13]([CH:16](O)[CH2:17][CH2:18][CH2:19][CH2:20][CH2:21][N:22]2[CH2:27][CH2:26][CH:25]([C:28]3[CH:29]=[C:30]([NH:34][C:35](=[O:39])[CH:36]([CH3:38])[CH3:37])[CH:31]=[CH:32][CH:33]=3)[CH2:24][CH2:23]2)=[CH:12][CH:11]=1, predict the reaction product. The product is: [Cl:1][C:2]1[CH:7]=[CH:6][C:5]([O:8][CH:16]([C:13]2[CH:12]=[CH:11][C:10]([Cl:9])=[CH:15][CH:14]=2)[CH2:17][CH2:18][CH2:19][CH2:20][CH2:21][N:22]2[CH2:23][CH2:24][CH:25]([C:28]3[CH:29]=[C:30]([NH:34][C:35](=[O:39])[CH:36]([CH3:38])[CH3:37])[CH:31]=[CH:32][CH:33]=3)[CH2:26][CH2:27]2)=[CH:4][CH:3]=1. (9) Given the reactants [CH2:1]([NH:3][C:4]([NH:6][C:7]1[S:8][C:9]2[C:15](/[CH:16]=[N:17]/[O:18][CH3:19])=[CH:14][C:13]([OH:20])=[CH:12][C:10]=2[N:11]=1)=[O:5])[CH3:2].C(N(CC)CC)C.C1C=CC(N([S:35]([C:38]([F:41])([F:40])[F:39])(=[O:37])=[O:36])[S:35]([C:38]([F:41])([F:40])[F:39])(=[O:37])=[O:36])=CC=1, predict the reaction product. The product is: [F:39][C:38]([F:41])([F:40])[S:35]([O:20][C:13]1[CH:14]=[C:15](/[CH:16]=[N:17]/[O:18][CH3:19])[C:9]2[S:8][C:7]([NH:6][C:4]([NH:3][CH2:1][CH3:2])=[O:5])=[N:11][C:10]=2[CH:12]=1)(=[O:37])=[O:36].